From a dataset of Full USPTO retrosynthesis dataset with 1.9M reactions from patents (1976-2016). Predict the reactants needed to synthesize the given product. (1) Given the product [CH:1]1([CH2:7][CH:8]([N:19]2[C:28](=[O:29])[C:27]3[C:22](=[CH:23][CH:24]=[C:25]([F:30])[CH:26]=3)[N:21]=[CH:20]2)[C:9]([NH:11][C:12]2[S:13][C:14]([CH2:17][OH:18])=[CH:15][N:16]=2)=[O:10])[CH2:2][CH2:3][CH2:4][CH2:5][CH2:6]1, predict the reactants needed to synthesize it. The reactants are: [CH:1]1([CH2:7][CH:8]([N:19]2[C:28](=[O:29])[C:27]3[C:22](=[CH:23][CH:24]=[C:25]([F:30])[CH:26]=3)[N:21]=[CH:20]2)[C:9]([NH:11][C:12]2[S:13][C:14]([CH:17]=[O:18])=[CH:15][N:16]=2)=[O:10])[CH2:6][CH2:5][CH2:4][CH2:3][CH2:2]1.CC([O-])=O.[Na+].[BH3-]C#N.[Na+]. (2) Given the product [ClH:41].[NH2:32][C@H:23]([C:22]([N:19]1[CH2:18][CH2:17][C:16](=[C:6]2[C:5]3[CH:4]=[CH:3][CH:2]=[CH:1][C:11]=3[CH:10]=[CH:9][C:8]3[CH:12]=[CH:13][CH:14]=[CH:15][C:7]2=3)[CH2:21][CH2:20]1)=[O:40])[CH2:24][NH:25][C:26](=[O:31])[C:27]([CH3:30])([CH3:29])[CH3:28], predict the reactants needed to synthesize it. The reactants are: [CH:1]1[C:11]2[CH:10]=[CH:9][C:8]3[CH:12]=[CH:13][CH:14]=[CH:15][C:7]=3[C:6](=[C:16]3[CH2:21][CH2:20][N:19]([C:22](=[O:40])[C@@H:23]([NH:32]C(=O)OC(C)(C)C)[CH2:24][NH:25][C:26](=[O:31])[C:27]([CH3:30])([CH3:29])[CH3:28])[CH2:18][CH2:17]3)[C:5]=2[CH:4]=[CH:3][CH:2]=1.[ClH:41].C(OCC)(=O)C. (3) Given the product [Cl:31][CH2:30][CH2:29][O:1][C:2]1[CH:3]=[C:4]2[C:9](=[CH:10][CH:11]=1)[N:8]=[C:7]([C:12]1[CH:13]=[N:14][CH:15]=[CH:16][CH:17]=1)[N:6]=[C:5]2[NH:18][C:19]1[CH:27]=[CH:26][CH:25]=[CH:24][C:20]=1[C:21]([NH2:23])=[O:22], predict the reactants needed to synthesize it. The reactants are: [OH:1][C:2]1[CH:3]=[C:4]2[C:9](=[CH:10][CH:11]=1)[N:8]=[C:7]([C:12]1[CH:13]=[N:14][CH:15]=[CH:16][CH:17]=1)[N:6]=[C:5]2[NH:18][C:19]1[CH:27]=[CH:26][CH:25]=[CH:24][C:20]=1[C:21]([NH2:23])=[O:22].Br[CH2:29][CH2:30][Cl:31].C(=O)([O-])[O-].[K+].[K+].O. (4) Given the product [CH3:1][O:2][C:3]1[CH:4]=[C:5]2[C:10](=[CH:11][C:12]=1[O:13][CH3:14])[N:9]=[CH:8][CH:7]=[C:6]2[O:15][C:16]1[CH:22]=[CH:21][C:19]([NH:20][C:27](=[O:33])[O:26][CH:24]2[CH2:38][CH2:37][CH2:36][CH2:35][CH2:41][CH2:40]2)=[CH:18][CH:17]=1, predict the reactants needed to synthesize it. The reactants are: [CH3:1][O:2][C:3]1[CH:4]=[C:5]2[C:10](=[CH:11][C:12]=1[O:13][CH3:14])[N:9]=[CH:8][CH:7]=[C:6]2[O:15][C:16]1[CH:22]=[CH:21][C:19]([NH2:20])=[CH:18][CH:17]=1.Cl[C:24](Cl)([O:26][C:27](=[O:33])OC(Cl)(Cl)Cl)Cl.[CH:35]1(O)[CH2:41][CH2:40]C[CH2:38][CH2:37][CH2:36]1.C(=O)(O)[O-].[Na+]. (5) Given the product [CH2:1]([O:3][C:4]1[C:8]([CH2:9][CH2:10][CH2:11][O:12][C:13]2[CH:18]=[CH:17][C:16]([CH2:19][CH2:20][C:21]([OH:23])=[O:22])=[CH:15][C:14]=2[O:26][CH:38]([CH3:39])[CH3:37])=[CH:7][N:6]([C:27]2[CH:32]=[CH:31][C:30]([C:33]([F:36])([F:35])[F:34])=[CH:29][N:28]=2)[N:5]=1)[CH3:2], predict the reactants needed to synthesize it. The reactants are: [CH2:1]([O:3][C:4]1[C:8]([CH2:9][CH2:10][CH2:11][O:12][C:13]2[CH:18]=[CH:17][C:16]([CH2:19][CH2:20][C:21]([O:23]CC)=[O:22])=[CH:15][C:14]=2[OH:26])=[CH:7][N:6]([C:27]2[CH:32]=[CH:31][C:30]([C:33]([F:36])([F:35])[F:34])=[CH:29][N:28]=2)[N:5]=1)[CH3:2].[CH3:37][CH:38](O)[CH3:39].C(P(CCCC)CCCC)CCC.N(C(N1CCCCC1)=O)=NC(N1CCCCC1)=O. (6) The reactants are: [C:1]([C:5]1[O:6][C:7]([C:20]2[CH:25]=[CH:24][C:23]([N:26]3[CH2:31][CH2:30][S:29](=[N:33][CH3:34])(=[O:32])[CH2:28][CH2:27]3)=[CH:22][CH:21]=2)=[C:8]([C@@H:10]2[CH2:15][CH2:14][C@H:13]([F:16])[CH2:12][C@H:11]2[C:17](O)=[O:18])[N:9]=1)([CH3:4])([CH3:3])[CH3:2].Cl.[NH2:36][C:37]1([C:40]#[N:41])[CH2:39][CH2:38]1.CCN(C(C)C)C(C)C.CN(C(ON1N=NC2C=CC=NC1=2)=[N+](C)C)C.F[P-](F)(F)(F)(F)F. Given the product [C:1]([C:5]1[O:6][C:7]([C:20]2[CH:21]=[CH:22][C:23]([N:26]3[CH2:31][CH2:30][S:29](=[N:33][CH3:34])(=[O:32])[CH2:28][CH2:27]3)=[CH:24][CH:25]=2)=[C:8]([C@@H:10]2[CH2:15][CH2:14][C@H:13]([F:16])[CH2:12][CH:11]2[C:17]([NH:36][C:37]2([C:40]#[N:41])[CH2:39][CH2:38]2)=[O:18])[N:9]=1)([CH3:4])([CH3:3])[CH3:2], predict the reactants needed to synthesize it. (7) Given the product [F:20][C:11]1[CH:12]=[C:13]([S:16]([CH3:19])(=[O:18])=[O:17])[CH:14]=[CH:15][C:10]=1[N:5]1[CH2:6][CH2:7][CH:2]([OH:1])[CH2:3][CH2:4]1, predict the reactants needed to synthesize it. The reactants are: [OH:1][C:2]1[CH:7]=[CH:6][N:5]=[C:4](O)[CH:3]=1.F[C:10]1[CH:15]=[CH:14][C:13]([S:16]([CH3:19])(=[O:18])=[O:17])=[CH:12][C:11]=1[F:20].C(=O)([O-])[O-].[Na+].[Na+].[Cl-].[Na+].